Dataset: Peptide-MHC class I binding affinity with 185,985 pairs from IEDB/IMGT. Task: Regression. Given a peptide amino acid sequence and an MHC pseudo amino acid sequence, predict their binding affinity value. This is MHC class I binding data. The peptide sequence is IMSMMNITR. The MHC is HLA-A68:01 with pseudo-sequence HLA-A68:01. The binding affinity (normalized) is 0.686.